This data is from Forward reaction prediction with 1.9M reactions from USPTO patents (1976-2016). The task is: Predict the product of the given reaction. (1) Given the reactants [NH2:1][C:2](=[O:17])[C:3]([C:6]1[CH:16]=[CH:15][C:9]([C:10]([O:12]CC)=[O:11])=[CH:8][CH:7]=1)([CH3:5])[CH3:4].O[Li].O, predict the reaction product. The product is: [NH2:1][C:2](=[O:17])[C:3]([C:6]1[CH:16]=[CH:15][C:9]([C:10]([OH:12])=[O:11])=[CH:8][CH:7]=1)([CH3:5])[CH3:4]. (2) Given the reactants [CH3:1][CH2:2][N:3]1[C:9]2[CH:10]=[C:11]([N:15]3[CH2:20][CH2:19][NH:18][CH2:17][CH2:16]3)[C:12]([F:14])=[CH:13][C:8]=2[C:6](=[O:7])[C:5]([C:21]([OH:23])=[O:22])=[CH:4]1.Br[CH2:25][C:26]([C:28]1[CH:33]=[CH:32][C:31]([Cl:34])=[CH:30][CH:29]=1)=[O:27], predict the reaction product. The product is: [CH2:2]([N:3]1[C:9]2[C:8](=[CH:13][C:12]([F:14])=[C:11]([N:15]3[CH2:20][CH2:19][N:18]([CH2:25][C:26]([C:28]4[CH:33]=[CH:32][C:31]([Cl:34])=[CH:30][CH:29]=4)=[O:27])[CH2:17][CH2:16]3)[CH:10]=2)[C:6](=[O:7])[C:5]([C:21]([OH:23])=[O:22])=[CH:4]1)[CH3:1]. (3) The product is: [C:27]([C:24]1[CH:23]=[C:22]([C:20]2[NH:1][C:2]3[C:3]([N:19]=2)=[N:4][C:5]([C:9]2[CH:14]=[CH:13][CH:12]=[CH:11][C:10]=2[C:15]([F:18])([F:17])[F:16])=[CH:6][C:7]=3[Cl:8])[O:26][N:25]=1)([CH3:30])([CH3:29])[CH3:28]. Given the reactants [NH2:1][C:2]1[C:3]([NH:19][C:20]([C:22]2[O:26][N:25]=[C:24]([C:27]([CH3:30])([CH3:29])[CH3:28])[CH:23]=2)=O)=[N:4][C:5]([C:9]2[CH:14]=[CH:13][CH:12]=[CH:11][C:10]=2[C:15]([F:18])([F:17])[F:16])=[CH:6][C:7]=1[Cl:8].C12(CS(O)(=O)=O)C(C)(C)C(CC1)CC2=O, predict the reaction product.